This data is from Full USPTO retrosynthesis dataset with 1.9M reactions from patents (1976-2016). The task is: Predict the reactants needed to synthesize the given product. (1) Given the product [OH:1][C:2]1[CH:7]=[CH:6][C:5]([C:8](=[C:25]2[CH2:26][C:27]([CH3:34])([CH3:33])[CH2:28][C:29]([CH3:32])([CH3:31])[CH2:30]2)[C:9]2[CH:14]=[CH:13][C:12]([C:15]3[C:16]([C:21]([OH:23])=[O:22])=[CH:17][CH:18]=[CH:19][CH:20]=3)=[CH:11][CH:10]=2)=[CH:4][CH:3]=1, predict the reactants needed to synthesize it. The reactants are: [OH:1][C:2]1[CH:7]=[CH:6][C:5]([C:8](=[C:25]2[CH2:30][C:29]([CH3:32])([CH3:31])[CH2:28][C:27]([CH3:34])([CH3:33])[CH2:26]2)[C:9]2[CH:14]=[CH:13][C:12]([C:15]3[C:16]([C:21]([O:23]C)=[O:22])=[CH:17][CH:18]=[CH:19][CH:20]=3)=[CH:11][CH:10]=2)=[CH:4][CH:3]=1.[OH-].[Na+].Cl. (2) Given the product [C:1]([O:5][C:6]([NH:8][CH:9]([CH2:14][C:15]1[CH:20]=[CH:19][CH:18]=[CH:17][C:16]=1[O:21][CH2:22][CH2:23][CH2:24][CH2:25][CH2:26][O:27][C:28]1[CH:33]=[C:32]([C:34]2[CH:39]=[CH:38][CH:37]=[CH:36][CH:35]=2)[CH:31]=[C:30]([C:40]2[CH:41]=[CH:42][CH:43]=[CH:44][CH:45]=2)[N:29]=1)[C:10]([OH:12])=[O:11])=[O:7])([CH3:4])([CH3:2])[CH3:3], predict the reactants needed to synthesize it. The reactants are: [C:1]([O:5][C:6]([NH:8][CH:9]([CH2:14][C:15]1[CH:20]=[CH:19][CH:18]=[CH:17][C:16]=1[O:21][CH2:22][CH2:23][CH2:24][CH2:25][CH2:26][O:27][C:28]1[CH:33]=[C:32]([C:34]2[CH:39]=[CH:38][CH:37]=[CH:36][CH:35]=2)[CH:31]=[C:30]([C:40]2[CH:45]=[CH:44][CH:43]=[CH:42][CH:41]=2)[N:29]=1)[C:10]([O:12]C)=[O:11])=[O:7])([CH3:4])([CH3:3])[CH3:2].O.[OH-].[Li+]. (3) Given the product [OH:1][CH2:2][CH:3]1[CH2:12][N:7]2[CH2:8][CH2:9][N:10]([C:14]3[CH:21]=[CH:20][C:19]([F:22])=[CH:18][C:15]=3[C:16]#[N:17])[CH2:11][CH:6]2[CH2:5][CH2:4]1, predict the reactants needed to synthesize it. The reactants are: [OH:1][CH2:2][CH:3]1[CH2:12][N:7]2[CH2:8][CH2:9][NH:10][CH2:11][CH:6]2[CH2:5][CH2:4]1.F[C:14]1[CH:21]=[CH:20][C:19]([F:22])=[CH:18][C:15]=1[C:16]#[N:17].Cl. (4) Given the product [Br:42][C:33]1[CH:34]=[CH:35][C:30]([CH:29]([N:6]2[C:7]3[C:3](=[CH:2][CH:10]=[CH:9][CH:8]=3)[C:4](=[O:12])[C:5]2=[O:11])[C:36]2[CH:41]=[CH:40][CH:39]=[CH:38][CH:37]=2)=[CH:31][CH:32]=1, predict the reactants needed to synthesize it. The reactants are: Br[C:2]1[CH:10]=[CH:9][CH:8]=[C:7]2[C:3]=1[C:4](=[O:12])[C:5](=[O:11])[NH:6]2.O1C2=CC3C(=O)C(=O)NC=3C=C2OCC1.Br[CH:29]([C:36]1[CH:41]=[CH:40][CH:39]=[CH:38][CH:37]=1)[C:30]1[CH:35]=[CH:34][CH:33]=[CH:32][CH:31]=1.[Br:42]CC1OC(C(F)(F)F)=CC=1. (5) Given the product [CH3:46][N:45]1[C:41]([C:19]2[CH:20]=[CH:21][C:16]3[O:15][CH2:14][CH2:13][N:12]([C:10]4[S:9][C:5]5[C:6](=[O:8])[NH:7][C:2]([CH3:1])([CH3:31])[CH2:3][C:4]=5[N:11]=4)[C:17]=3[CH:18]=2)=[CH:42][N:43]=[C:44]1[CH3:47], predict the reactants needed to synthesize it. The reactants are: [CH3:1][C:2]1([CH3:31])[NH:7][C:6](=[O:8])[C:5]2[S:9][C:10]([N:12]3[C:17]4[CH:18]=[C:19](B5OC(C)(C)C(C)(C)O5)[CH:20]=[CH:21][C:16]=4[O:15][CH2:14][CH2:13]3)=[N:11][C:4]=2[CH2:3]1.P([O-])([O-])([O-])=O.[K+].[K+].[K+].Br[C:41]1[N:45]([CH3:46])[C:44]([CH3:47])=[N:43][CH:42]=1. (6) Given the product [CH2:1]([N:8]1[C:14]2[C:15](=[CH:16][C:17]([CH3:22])=[C:18]([O:20][CH3:21])[CH:19]=2)[C:10]([CH3:12])([CH3:11])[C:9]1=[O:13])[C:2]1[CH:7]=[CH:6][CH:5]=[CH:4][CH:3]=1, predict the reactants needed to synthesize it. The reactants are: [CH2:1]([N:8]([C:14]1[CH:19]=[C:18]([O:20][CH3:21])[C:17]([CH3:22])=[CH:16][C:15]=1Br)[C:9](=[O:13])[CH:10]([CH3:12])[CH3:11])[C:2]1[CH:7]=[CH:6][CH:5]=[CH:4][CH:3]=1.CC(C)([O-])C.[Na+].[Cl-].[NH4+]. (7) Given the product [CH3:18][C:16]1[CH:17]=[C:2]([O:1][CH2:22][CH2:23][CH3:24])[CH:3]=[C:4]([CH3:19])[C:5]=1[C:6]([NH:8][CH:9]1[CH2:14][CH2:13][CH2:12][CH2:11][CH:10]1[CH3:15])=[O:7], predict the reactants needed to synthesize it. The reactants are: [OH:1][C:2]1[CH:17]=[C:16]([CH3:18])[C:5]([C:6]([NH:8][CH:9]2[CH2:14][CH2:13][CH2:12][CH2:11][CH:10]2[CH3:15])=[O:7])=[C:4]([CH3:19])[CH:3]=1.[OH-].[K+].[CH2:22](I)[CH2:23][CH3:24].